This data is from Full USPTO retrosynthesis dataset with 1.9M reactions from patents (1976-2016). The task is: Predict the reactants needed to synthesize the given product. (1) Given the product [CH3:44][O:43][C:22]1[N:21]=[C:20]([C:17]2[CH:16]=[CH:15][C:14]([N:13]([CH3:45])[CH3:12])=[CH:19][CH:18]=2)[C:25]([N:26]2[CH2:31][CH2:30][N:29]([C:33]3[CH:34]=[CH:35][C:36]([O:39][CH3:40])=[CH:37][CH:38]=3)[CH2:28][CH:27]2[CH3:42])=[CH:24][CH:23]=1, predict the reactants needed to synthesize it. The reactants are: C1COCC1.[H-].[Al+3].[Li+].[H-].[H-].[H-].[CH3:12][N:13]([CH3:45])[C:14]1[CH:19]=[CH:18][C:17]([C:20]2[C:25]([N:26]3[C:31](=O)[CH2:30][N:29]([C:33]4[CH:38]=[CH:37][C:36]([O:39][CH3:40])=[CH:35][CH:34]=4)[C:28](=O)[CH:27]3[CH3:42])=[CH:24][CH:23]=[C:22]([O:43][CH3:44])[N:21]=2)=[CH:16][CH:15]=1.[OH-].[Na+]. (2) Given the product [F:77][CH:49]([F:48])[CH2:50][NH:51][C:52]1[N:57]=[C:56]2[CH2:58][N:59]([C:4](=[O:6])[C@H:3]([O:2][CH3:1])[CH3:7])[CH2:60][CH2:61][C:55]2=[N:54][C:53]=1[N:62]1[CH2:63][CH2:64][CH:65]([O:68][C:69]2[CH:74]=[CH:73][C:72]([F:75])=[CH:71][C:70]=2[F:76])[CH2:66][CH2:67]1.[C:42]([OH:43])([C:44]([F:47])([F:46])[F:45])=[O:41], predict the reactants needed to synthesize it. The reactants are: [CH3:1][O:2][C@H:3]([CH3:7])[C:4]([OH:6])=O.CCN(C(C)C)C(C)C.CN(C(ON1N=NC2C=CC=NC1=2)=[N+](C)C)C.F[P-](F)(F)(F)(F)F.[OH:41][C:42]([C:44]([F:47])([F:46])[F:45])=[O:43].[F:48][CH:49]([F:77])[CH2:50][NH:51][C:52]1[N:57]=[C:56]2[CH2:58][NH:59][CH2:60][CH2:61][C:55]2=[N:54][C:53]=1[N:62]1[CH2:67][CH2:66][CH:65]([O:68][C:69]2[CH:74]=[CH:73][C:72]([F:75])=[CH:71][C:70]=2[F:76])[CH2:64][CH2:63]1. (3) Given the product [Cl:33][C:30]1[CH:31]=[CH:32][C:27]([CH:10]2[C:5]3[N:6]([CH:7]([CH3:8])[CH3:9])[C:2]([C:37]4[CH:38]=[CH:39][C:40]([C:42]([F:45])([F:44])[F:43])=[CH:41][C:36]=4[O:35][CH3:34])=[N:3][C:4]=3[C:12](=[O:13])[N:11]2[C:14]2[CH:15]=[C:16]([CH3:26])[C:17]3[N:18]([C:20]([CH:23]([F:24])[F:25])=[N:21][N:22]=3)[CH:19]=2)=[CH:28][CH:29]=1, predict the reactants needed to synthesize it. The reactants are: Br[C:2]1[N:6]([CH:7]([CH3:9])[CH3:8])[C:5]2[CH:10]([C:27]3[CH:32]=[CH:31][C:30]([Cl:33])=[CH:29][CH:28]=3)[N:11]([C:14]3[CH:15]=[C:16]([CH3:26])[C:17]4[N:18]([C:20]([CH:23]([F:25])[F:24])=[N:21][N:22]=4)[CH:19]=3)[C:12](=[O:13])[C:4]=2[N:3]=1.[CH3:34][O:35][C:36]1[CH:41]=[C:40]([C:42]([F:45])([F:44])[F:43])[CH:39]=[CH:38][C:37]=1B(O)O. (4) Given the product [CH:21]1([O:20][C:8]2[C:9]3[O:10][C:11]4[CH:16]=[CH:15][C:14]([N+:17]([O-:19])=[O:18])=[CH:13][C:12]=4[C:2]=3[C:3]([CH:4]=[O:5])=[CH:6][CH:7]=2)[CH2:25][CH2:24][CH2:23][CH2:22]1, predict the reactants needed to synthesize it. The reactants are: Br[C:2]1[C:9]([O:10][C:11]2[CH:16]=[CH:15][C:14]([N+:17]([O-:19])=[O:18])=[CH:13][CH:12]=2)=[C:8]([O:20][CH:21]2[CH2:25][CH2:24][CH2:23][CH2:22]2)[CH:7]=[CH:6][C:3]=1[CH:4]=[O:5].C(=O)([O-])[O-].[Na+].[Na+].O.